From a dataset of Reaction yield outcomes from USPTO patents with 853,638 reactions. Predict the reaction yield, written as a fraction of the theoretical maximum amount of product (1.0 means a 100% yield; for example, 0.34 means a 34% yield). The reactants are Cl[C:2]1[CH:3]=[CH:4][C:5]([N+:8]([O-:10])=[O:9])=[N:6][CH:7]=1.[CH3:11][S-:12].[Na+]. The catalyst is CO. The product is [CH3:11][S:12][C:2]1[CH:3]=[CH:4][C:5]([N+:8]([O-:10])=[O:9])=[N:6][CH:7]=1. The yield is 0.660.